From a dataset of Full USPTO retrosynthesis dataset with 1.9M reactions from patents (1976-2016). Predict the reactants needed to synthesize the given product. (1) Given the product [Cl:1][C:2]1[CH:3]=[CH:4][C:5]([C:8]([NH:10][C:11]([NH:32][C:31]2[CH:33]=[CH:34][C:28]([O:27][C:18]3[C:17]4[C:22](=[CH:23][C:24]([O:25][CH3:26])=[C:15]([O:14][CH3:13])[CH:16]=4)[N:21]=[CH:20][CH:19]=3)=[CH:29][C:30]=2[CH3:35])=[S:12])=[O:9])=[CH:6][CH:7]=1, predict the reactants needed to synthesize it. The reactants are: [Cl:1][C:2]1[CH:7]=[CH:6][C:5]([C:8]([N:10]=[C:11]=[S:12])=[O:9])=[CH:4][CH:3]=1.[CH3:13][O:14][C:15]1[CH:16]=[C:17]2[C:22](=[CH:23][C:24]=1[O:25][CH3:26])[N:21]=[CH:20][CH:19]=[C:18]2[O:27][C:28]1[CH:34]=[CH:33][C:31]([NH2:32])=[C:30]([CH3:35])[CH:29]=1.C1(C)C=CC=CC=1. (2) The reactants are: [OH:1][C:2]1[CH:3]=[CH:4][C:5]([CH3:8])=[N:6][CH:7]=1.C([O-])([O-])=O.[K+].[K+].Br[CH2:16][C:17]([C:19]1([C:22]2[CH:27]=[CH:26][C:25]([Cl:28])=[CH:24][CH:23]=2)[CH2:21][CH2:20]1)=[O:18]. Given the product [Cl:28][C:25]1[CH:24]=[CH:23][C:22]([C:19]2([C:17](=[O:18])[CH2:16][O:1][C:2]3[CH:7]=[N:6][C:5]([CH3:8])=[CH:4][CH:3]=3)[CH2:20][CH2:21]2)=[CH:27][CH:26]=1, predict the reactants needed to synthesize it. (3) Given the product [CH3:19][N:2]([CH3:1])[CH2:3][CH2:4][O:5][C:6]1[CH:7]=[CH:8][C:9]([N:12]2[C:13]([CH3:18])([CH3:17])[C:14](=[O:16])[N:31]([C:29]3[CH:28]=[CH:27][C:24]([C:25]#[N:26])=[C:23]([C:22]([F:35])([F:21])[F:34])[CH:30]=3)[C:32]2=[S:33])=[CH:10][CH:11]=1, predict the reactants needed to synthesize it. The reactants are: [CH3:1][N:2]([CH3:19])[CH2:3][CH2:4][O:5][C:6]1[CH:11]=[CH:10][C:9]([NH:12][C:13]([CH3:18])([CH3:17])[C:14]([O-:16])=O)=[CH:8][CH:7]=1.[Na+].[F:21][C:22]([F:35])([F:34])[C:23]1[CH:30]=[C:29]([N:31]=[C:32]=[S:33])[CH:28]=[CH:27][C:24]=1[C:25]#[N:26]. (4) Given the product [Cl:24][C:21]1[CH:20]=[CH:19][C:18]([C:14]2[NH:13][C:36]3[CH2:35][O:34][C:32](=[O:33])[C:31]=3[CH:11]([C:8]3[CH:9]=[C:10]4[C:5](=[CH:6][CH:7]=3)[NH:4][N:3]=[C:2]4[CH3:1])[C:15]=2[C:16]#[N:17])=[CH:23][CH:22]=1, predict the reactants needed to synthesize it. The reactants are: [CH3:1][C:2]1[C:10]2[C:5](=[CH:6][CH:7]=[C:8]([CH:11]=O)[CH:9]=2)[NH:4][N:3]=1.[NH2:13][C:14]([C:18]1[CH:23]=[CH:22][C:21]([Cl:24])=[CH:20][CH:19]=1)=[CH:15][C:16]#[N:17].[C:32]([O:34][CH2:35][C:36](=O)[CH2:31][C:32]([O:34][CH2:35][CH3:36])=[O:33])(=[O:33])[CH3:31].Cl. (5) Given the product [OH:59][C@@H:57]([CH3:58])[C@H:56]([NH:55][C:16]([C:15]1[C:14]2[C:9](=[CH:10][CH:11]=[CH:12][CH:13]=2)[N:8]=[C:7]([C:19]2[CH:20]=[CH:21][CH:22]=[CH:23][CH:24]=2)[C:6]=1[NH:5][S:2]([CH3:1])(=[O:3])=[O:4])=[O:18])[C:60]1[CH:61]=[CH:62][CH:63]=[CH:64][CH:65]=1, predict the reactants needed to synthesize it. The reactants are: [CH3:1][S:2]([NH:5][C:6]1[C:7]([C:19]2[CH:24]=[CH:23][CH:22]=[CH:21][CH:20]=2)=[N:8][C:9]2[C:14]([C:15]=1[C:16]([OH:18])=O)=[CH:13][CH:12]=[CH:11][CH:10]=2)(=[O:4])=[O:3].C1C=C2N=NN(O)C2=CC=1.O.CN1CCOCC1.CCN=C=NCCCN(C)C.Cl.[NH2:55][C@H:56]([C:60]1[CH:65]=[CH:64][CH:63]=[CH:62][CH:61]=1)[C@@H:57]([OH:59])[CH3:58]. (6) Given the product [CH3:1][C:2]([CH3:19])([CH3:18])[CH2:3][NH:4][C:5]1[C:14]2[C:9](=[CH:10][CH:11]=[C:12]([O:15][CH2:21][CH2:22][CH2:23][N:24]3[CH2:25][CH2:26][N:27]([CH2:30][CH2:31][CH3:32])[CH2:28][CH2:29]3)[CH:13]=2)[N:8]=[C:7]([C:16]#[N:17])[N:6]=1, predict the reactants needed to synthesize it. The reactants are: [CH3:1][C:2]([CH3:19])([CH3:18])[CH2:3][NH:4][C:5]1[C:14]2[C:9](=[CH:10][CH:11]=[C:12]([OH:15])[CH:13]=2)[N:8]=[C:7]([C:16]#[N:17])[N:6]=1.Cl[CH2:21][CH2:22][CH2:23][N:24]1[CH2:29][CH2:28][N:27]([CH2:30][CH2:31][CH3:32])[CH2:26][CH2:25]1.C(=O)([O-])[O-].[Cs+].[Cs+].O. (7) Given the product [CH3:1][O:2][C:3](=[O:15])/[CH:4]=[CH:5]/[C:6]1[CH:11]=[CH:10][C:9]2[N:12]([CH3:13])[C:21]([C:17]3([NH2:16])[CH2:18][CH2:19][CH2:20]3)=[N:14][C:8]=2[CH:7]=1, predict the reactants needed to synthesize it. The reactants are: [CH3:1][O:2][C:3](=[O:15])/[CH:4]=[CH:5]/[C:6]1[CH:11]=[CH:10][C:9]([NH:12][CH3:13])=[C:8]([NH2:14])[CH:7]=1.[NH2:16][C:17]1([C:21](O)=O)[CH2:20][CH2:19][CH2:18]1. (8) Given the product [NH2:1][C:4]1[CH:5]=[C:6]([CH:18]=[CH:19][C:20]=1[NH2:21])[O:7][C:8]1[CH:9]=[C:10]([NH:14][C:15](=[O:17])[CH3:16])[CH:11]=[CH:12][CH:13]=1, predict the reactants needed to synthesize it. The reactants are: [N+:1]([C:4]1[CH:5]=[C:6]([CH:18]=[CH:19][C:20]=1[N+:21]([O-])=O)[O:7][C:8]1[CH:9]=[C:10]([NH:14][C:15](=[O:17])[CH3:16])[CH:11]=[CH:12][CH:13]=1)([O-])=O. (9) Given the product [NH2:1][CH2:4][CH:5]([NH:9][C:10](=[O:19])[O:11][CH2:12][C:13]1[CH:18]=[CH:17][CH:16]=[CH:15][CH:14]=1)[CH:6]([CH3:8])[CH3:7], predict the reactants needed to synthesize it. The reactants are: [N:1]([CH2:4][CH:5]([NH:9][C:10](=[O:19])[O:11][CH2:12][C:13]1[CH:18]=[CH:17][CH:16]=[CH:15][CH:14]=1)[CH:6]([CH3:8])[CH3:7])=[N+]=[N-].C1(P(C2C=CC=CC=2)C2C=CC=CC=2)C=CC=CC=1.O.C(OCC)(=O)C.